This data is from Merck oncology drug combination screen with 23,052 pairs across 39 cell lines. The task is: Regression. Given two drug SMILES strings and cell line genomic features, predict the synergy score measuring deviation from expected non-interaction effect. (1) Synergy scores: synergy=8.97. Drug 2: CC1(c2nc3c(C(N)=O)cccc3[nH]2)CCCN1. Drug 1: O=P1(N(CCCl)CCCl)NCCCO1. Cell line: SKMES1. (2) Drug 1: N#Cc1ccc(Cn2cncc2CN2CCN(c3cccc(Cl)c3)C(=O)C2)cc1. Drug 2: CCC1(O)C(=O)OCc2c1cc1n(c2=O)Cc2cc3c(CN(C)C)c(O)ccc3nc2-1. Cell line: RKO. Synergy scores: synergy=30.2. (3) Drug 1: Cn1nnc2c(C(N)=O)ncn2c1=O. Drug 2: Cn1cc(-c2cnn3c(N)c(Br)c(C4CCCNC4)nc23)cn1. Cell line: OV90. Synergy scores: synergy=17.7. (4) Synergy scores: synergy=4.18. Drug 2: CC1(c2nc3c(C(N)=O)cccc3[nH]2)CCCN1. Drug 1: O=c1[nH]cc(F)c(=O)[nH]1. Cell line: COLO320DM. (5) Drug 1: CCC1=CC2CN(C1)Cc1c([nH]c3ccccc13)C(C(=O)OC)(c1cc3c(cc1OC)N(C)C1C(O)(C(=O)OC)C(OC(C)=O)C4(CC)C=CCN5CCC31C54)C2. Drug 2: C=CCn1c(=O)c2cnc(Nc3ccc(N4CCN(C)CC4)cc3)nc2n1-c1cccc(C(C)(C)O)n1. Cell line: ES2. Synergy scores: synergy=4.44. (6) Drug 1: Cn1nnc2c(C(N)=O)ncn2c1=O. Drug 2: CC(C)CC(NC(=O)C(Cc1ccccc1)NC(=O)c1cnccn1)B(O)O. Cell line: KPL1. Synergy scores: synergy=-26.3. (7) Drug 1: C=CCn1c(=O)c2cnc(Nc3ccc(N4CCN(C)CC4)cc3)nc2n1-c1cccc(C(C)(C)O)n1. Drug 2: CC1(c2nc3c(C(N)=O)cccc3[nH]2)CCCN1. Cell line: SW620. Synergy scores: synergy=-2.96.